This data is from Reaction yield outcomes from USPTO patents with 853,638 reactions. The task is: Predict the reaction yield, written as a fraction of the theoretical maximum amount of product (1.0 means a 100% yield; for example, 0.34 means a 34% yield). (1) The reactants are [CH3:1][C:2]([O:5][C:6]([N:8]1[CH2:13][CH2:12][C:11]([CH3:17])(C(O)=O)[CH2:10][CH2:9]1)=[O:7])([CH3:4])[CH3:3].C([N:20]([CH2:23]C)CC)C.C1(P(N=[N+]=[N-])(C2C=CC=CC=2)=[O:32])C=CC=CC=1.[CH2:42]([OH:49])[C:43]1[CH:48]=[CH:47][CH:46]=[CH:45][CH:44]=1. The catalyst is C1(C)C=CC=CC=1. The product is [CH3:17][C:11]1([NH:20][C:23]([O:49][CH2:42][C:43]2[CH:48]=[CH:47][CH:46]=[CH:45][CH:44]=2)=[O:32])[CH2:10][CH2:9][N:8]([C:6]([O:5][C:2]([CH3:1])([CH3:3])[CH3:4])=[O:7])[CH2:13][CH2:12]1. The yield is 0.600. (2) The reactants are [CH3:1][C:2]1[CH:11]=[CH:10][C:9]2[C:4](=[CH:5][CH:6]=[CH:7][C:8]=2[O:12][CH2:13][CH2:14][N:15]2[CH2:20][CH2:19][C:18](=[CH:21][C:22]3[CH:27]=[C:26]([N+:28]([O-])=O)[CH:25]=[CH:24][C:23]=3[CH3:31])[CH2:17][CH2:16]2)[N:3]=1.Cl.Cl[Sn]Cl. The catalyst is CO. The product is [CH3:31][C:23]1[CH:24]=[CH:25][C:26]([NH2:28])=[CH:27][C:22]=1[CH:21]=[C:18]1[CH2:17][CH2:16][N:15]([CH2:14][CH2:13][O:12][C:8]2[CH:7]=[CH:6][CH:5]=[C:4]3[C:9]=2[CH:10]=[CH:11][C:2]([CH3:1])=[N:3]3)[CH2:20][CH2:19]1. The yield is 0.960. (3) The reactants are Br[C:2]1[CH:3]=[C:4]2[C:9](=[CH:10][CH:11]=1)[N:8]=[CH:7][NH:6][C:5]2=[O:12].[CH3:13][C:14]1[CH:19]=[C:18]([CH3:20])[CH:17]=[C:16]([CH3:21])[C:15]=1B(O)O.C(=O)([O-])[O-].[K+].[K+].C1(P(C2C=CC=CC=2)C2C=CC=CC=2)C=CC=CC=1.C(=O)(O)[O-]. The catalyst is CN(C)C(=O)C.C(O)C.O.C1C=CC(/C=C/C(/C=C/C2C=CC=CC=2)=O)=CC=1.C1C=CC(/C=C/C(/C=C/C2C=CC=CC=2)=O)=CC=1.C1C=CC(/C=C/C(/C=C/C2C=CC=CC=2)=O)=CC=1.[Pd].[Pd].C(Cl)Cl. The product is [CH3:13][C:14]1[CH:19]=[C:18]([CH3:20])[CH:17]=[C:16]([CH3:21])[C:15]=1[C:2]1[CH:3]=[C:4]2[C:9](=[CH:10][CH:11]=1)[N:8]=[CH:7][NH:6][C:5]2=[O:12]. The yield is 0.400. (4) The yield is 0.410. The product is [Cl:1][C:2]1([C:60](=[O:61])[NH:43][C:42]2[CH:44]=[CH:45][CH:46]=[C:40]([C:38](=[O:39])[NH:37][CH3:36])[CH:41]=2)[CH:7]=[CH:6][C:5]([N:8]([C:12]2[CH:17]=[CH:16][CH:15]=[CH:14][C:13]=2[C:18]([F:19])([F:21])[F:20])[C:9](=[O:11])[NH2:10])=[CH:4][CH2:3]1. The reactants are [Cl:1][C:2]1(C2C=CC=C(C(=O)NC)C=2)[CH:7]=[CH:6][C:5]([N:8]([C:12]2[CH:17]=[CH:16][CH:15]=[CH:14][C:13]=2[C:18]([F:21])([F:20])[F:19])[C:9](=[O:11])[NH2:10])=[C:4](NC(O)=O)[CH2:3]1.[CH3:36][NH:37][C:38]([C:40]1[CH:41]=[C:42]([CH:44]=[CH:45][CH:46]=1)[NH2:43])=[O:39].C1C=CC2N(O)N=NC=2C=1.CN1CC[O:61][CH2:60]C1.CCN=C=NCCCN(C)C.Cl. The catalyst is CN(C=O)C.O.